Dataset: Reaction yield outcomes from USPTO patents with 853,638 reactions. Task: Predict the reaction yield, written as a fraction of the theoretical maximum amount of product (1.0 means a 100% yield; for example, 0.34 means a 34% yield). (1) The reactants are C([N:4]1[C:12]2[C:7](=[CH:8][CH:9]=[C:10]([NH:13][C:14]([C:16]3[C:25](=[O:26])[C:24]4[C:19](=[CH:20][CH:21]=[CH:22][CH:23]=4)[NH:18][CH:17]=3)=[O:15])[CH:11]=2)[CH2:6][CH2:5]1)(=O)C.[OH-].[Na+]. The catalyst is C(O)C. The product is [NH:4]1[C:12]2[C:7](=[CH:8][CH:9]=[C:10]([NH:13][C:14]([C:16]3[C:25](=[O:26])[C:24]4[C:19](=[CH:20][CH:21]=[CH:22][CH:23]=4)[NH:18][CH:17]=3)=[O:15])[CH:11]=2)[CH2:6][CH2:5]1. The yield is 0.200. (2) The reactants are [C:1]([N:4]1[C:13]2[C:8](=[CH:9][C:10]([C:14]3[CH:15]=[C:16]([CH:21]=[CH:22][CH:23]=3)[C:17]([O:19][CH3:20])=[O:18])=[CH:11][CH:12]=2)[C@H:7]([NH2:24])[CH2:6][C@@H:5]1[CH3:25])(=[O:3])[CH3:2].[N:26]1[CH:31]=[CH:30][CH:29]=[C:28](B(O)O)[CH:27]=1.O. The catalyst is ClCCl.C([O-])(O)=O.[Na+].C([O-])(=O)C.[Cu+2].C([O-])(=O)C. The product is [C:1]([N:4]1[C:13]2[C:8](=[CH:9][C:10]([C:14]3[CH:15]=[C:16]([CH:21]=[CH:22][CH:23]=3)[C:17]([O:19][CH3:20])=[O:18])=[CH:11][CH:12]=2)[C@H:7]([NH:24][C:28]2[CH:27]=[N:26][CH:31]=[CH:30][CH:29]=2)[CH2:6][C@@H:5]1[CH3:25])(=[O:3])[CH3:2]. The yield is 0.164. (3) The reactants are [C:1]([C:3]1[CH:9]=[CH:8][C:6]([NH2:7])=[CH:5][CH:4]=1)#[CH:2].CCN(C(C)C)C(C)C.[C:19](Cl)([O:21][CH2:22][CH:23]1[C:35]2[C:30](=[CH:31][CH:32]=[CH:33][CH:34]=2)[C:29]2[C:24]1=[CH:25][CH:26]=[CH:27][CH:28]=2)=[O:20]. The catalyst is C(Cl)Cl. The product is [C:19]([NH:7][C:6]1[CH:8]=[CH:9][C:3]([C:1]#[CH:2])=[CH:4][CH:5]=1)([O:21][CH2:22][CH:23]1[C:24]2[C:29](=[CH:28][CH:27]=[CH:26][CH:25]=2)[C:30]2[C:35]1=[CH:34][CH:33]=[CH:32][CH:31]=2)=[O:20]. The yield is 0.830. (4) The reactants are [CH3:1][N:2]1[C:6]2[CH:7]=[C:8]([O:11][C:12]3[CH:17]=[CH:16][CH:15]=[C:14]([CH3:18])[CH:13]=3)[CH:9]=[CH:10][C:5]=2[N:4]=[C:3]1[CH2:19][OH:20].O[C:22]1[CH:23]=[C:24]([CH:29]=[CH:30][CH:31]=1)[C:25]([O:27][CH3:28])=[O:26].C(P(CCCC)CCCC)CCC.N(C(N1CCCCC1)=O)=NC(N1CCCCC1)=O. The catalyst is ClCCl. The product is [CH3:1][N:2]1[C:6]2[CH:7]=[C:8]([O:11][C:12]3[CH:17]=[CH:16][CH:15]=[C:14]([CH3:18])[CH:13]=3)[CH:9]=[CH:10][C:5]=2[N:4]=[C:3]1[CH2:19][O:20][C:22]1[CH:23]=[C:24]([CH:29]=[CH:30][CH:31]=1)[C:25]([O:27][CH3:28])=[O:26]. The yield is 0.850.